From a dataset of Reaction yield outcomes from USPTO patents with 853,638 reactions. Predict the reaction yield, written as a fraction of the theoretical maximum amount of product (1.0 means a 100% yield; for example, 0.34 means a 34% yield). (1) The reactants are [CH2:1]([C:5]1[N:6]=[C:7]([CH3:27])[NH:8][C:9](=[O:26])[C:10]=1[CH2:11][C:12]1[CH:17]=[CH:16][C:15]([C:18]2[C:19]([C:24]#[N:25])=[CH:20][CH:21]=[CH:22][CH:23]=2)=[CH:14][CH:13]=1)[CH2:2][CH2:3][CH3:4].[H-].[Na+].CN(C)C=O.Br[CH2:36][C:37]1[CH:42]=[CH:41][C:40]([F:43])=[CH:39][CH:38]=1. The catalyst is C(OCC)(=O)C. The product is [CH2:1]([C:5]1[N:6]=[C:7]([CH3:27])[N:8]([CH2:36][C:37]2[CH:42]=[CH:41][C:40]([F:43])=[CH:39][CH:38]=2)[C:9](=[O:26])[C:10]=1[CH2:11][C:12]1[CH:17]=[CH:16][C:15]([C:18]2[C:19]([C:24]#[N:25])=[CH:20][CH:21]=[CH:22][CH:23]=2)=[CH:14][CH:13]=1)[CH2:2][CH2:3][CH3:4]. The yield is 0.580. (2) The reactants are [CH2:1]([O:3][C:4]1[C:9]([C:10]([F:13])([F:12])[F:11])=[CH:8][C:7]([N+:14]([O-])=O)=[CH:6][N:5]=1)[CH3:2].O.O.[Sn](Cl)Cl.C([O-])(O)=O.[Na+]. The catalyst is CC(=O)OCC. The product is [CH2:1]([O:3][C:4]1[N:5]=[CH:6][C:7]([NH2:14])=[CH:8][C:9]=1[C:10]([F:13])([F:11])[F:12])[CH3:2]. The yield is 0.611. (3) The reactants are CO[C:3](=[O:28])[C:4]1[CH:9]=[CH:8][C:7]([O:10][CH2:11][C:12]2[C:13]([C:21]3[CH:26]=[CH:25][C:24]([F:27])=[CH:23][CH:22]=3)=[N:14][O:15][C:16]=2[C:17]([F:20])([F:19])[F:18])=[N:6][CH:5]=1.[NH2:29][CH:30]1[CH2:35][CH2:34][O:33][CH2:32][CH2:31]1. No catalyst specified. The product is [F:27][C:24]1[CH:25]=[CH:26][C:21]([C:13]2[C:12]([CH2:11][O:10][C:7]3[CH:8]=[CH:9][C:4]([C:3]([NH:29][CH:30]4[CH2:35][CH2:34][O:33][CH2:32][CH2:31]4)=[O:28])=[CH:5][N:6]=3)=[C:16]([C:17]([F:19])([F:20])[F:18])[O:15][N:14]=2)=[CH:22][CH:23]=1. The yield is 0.800. (4) The reactants are C[O:2][C:3](=[O:34])[C:4]([CH3:33])([O:26][C:27]1[CH:32]=[CH:31][CH:30]=[CH:29][CH:28]=1)[CH2:5][C:6]1[S:7][C:8]([CH2:11][CH2:12][CH2:13][C:14]2[N:15]=[C:16]([C:20]3[CH:25]=[CH:24][CH:23]=[CH:22][CH:21]=3)[O:17][C:18]=2[CH3:19])=[CH:9][CH:10]=1.[OH-].[Na+].Cl. The catalyst is CCO.O. The product is [CH3:33][C:4]([O:26][C:27]1[CH:28]=[CH:29][CH:30]=[CH:31][CH:32]=1)([CH2:5][C:6]1[S:7][C:8]([CH2:11][CH2:12][CH2:13][C:14]2[N:15]=[C:16]([C:20]3[CH:21]=[CH:22][CH:23]=[CH:24][CH:25]=3)[O:17][C:18]=2[CH3:19])=[CH:9][CH:10]=1)[C:3]([OH:34])=[O:2]. The yield is 0.920. (5) The reactants are [NH2:1][C:2]1[CH:7]=[CH:6][CH:5]=[C:4]([NH2:8])[N:3]=1.[C:9]([O-])([O-])=O.[K+].[K+].CI.O. The catalyst is C1COCC1. The product is [CH3:9][NH:1][C:2]1[CH:7]=[CH:6][CH:5]=[C:4]([NH2:8])[N:3]=1. The yield is 0.100. (6) The reactants are [CH3:1][O:2][C:3]1[CH:19]=[CH:18][C:17]([O:20][CH3:21])=[CH:16][C:4]=1[CH2:5][NH:6][C:7]([C:9]1[CH:14]=[CH:13][CH:12]=[C:11](Br)[N:10]=1)=[O:8].[CH3:22][CH2:23][O-:24].[Na+]. The catalyst is C(O)C. The product is [CH3:1][O:2][C:3]1[CH:19]=[CH:18][C:17]([O:20][CH3:21])=[CH:16][C:4]=1[CH2:5][NH:6][C:7]([C:9]1[CH:14]=[CH:13][CH:12]=[C:11]([O:24][CH2:23][CH3:22])[N:10]=1)=[O:8]. The yield is 0.700. (7) The reactants are [Br:1][C:2]1[CH:3]=[C:4]2[C:9](=[CH:10][C:11]=1[F:12])[CH:8]1[CH2:13][CH:6]([CH2:7]1)[C:5]2=O.C(=O)([O-])[O-].[Na+].[Na+].[NH2:21][OH:22].Cl. The catalyst is C(O)C.O. The product is [Br:1][C:2]1[CH:3]=[C:4]2[C:9](=[CH:10][C:11]=1[F:12])[CH:8]1[CH2:13][CH:6]([CH2:7]1)[C:5]2=[N:21][OH:22]. The yield is 0.730. (8) The reactants are [N:1]1[CH:6]=[CH:5][CH:4]=[C:3]([C:7]2[CH:15]=[C:14]3[C:10]([CH2:11][C:12](=[O:16])[NH:13]3)=[CH:9][CH:8]=2)[CH:2]=1.[N:17]1([CH2:22][CH2:23][NH:24][C:25]([C:27]2[C:31]([CH3:32])=[C:30]([CH:33]=O)[NH:29][C:28]=2[CH3:35])=[O:26])[CH2:21][CH2:20][CH2:19][CH2:18]1. No catalyst specified. The product is [N:17]1([CH2:22][CH2:23][NH:24][C:25]([C:27]2[C:31]([CH3:32])=[C:30]([CH:33]=[C:11]3[C:10]4[C:14](=[CH:15][C:7]([C:3]5[CH:2]=[N:1][CH:6]=[CH:5][CH:4]=5)=[CH:8][CH:9]=4)[NH:13][C:12]3=[O:16])[NH:29][C:28]=2[CH3:35])=[O:26])[CH2:21][CH2:20][CH2:19][CH2:18]1. The yield is 0.710. (9) The yield is 1.00. The catalyst is S(Cl)(Cl)=O. The reactants are [Cl:1][C:2]1[C:7]([Cl:8])=[CH:6][CH:5]=[CH:4][C:3]=1[S:9]([NH:12][C:13]1[CH:21]=[CH:20][C:16]([C:17]([OH:19])=[O:18])=[CH:15][C:14]=1[S:22](=[O:25])(=[O:24])[NH2:23])(=[O:11])=[O:10].[CH2:26](O)[CH3:27]. The product is [CH2:26]([O:18][C:17](=[O:19])[C:16]1[CH:20]=[CH:21][C:13]([NH:12][S:9]([C:3]2[CH:4]=[CH:5][CH:6]=[C:7]([Cl:8])[C:2]=2[Cl:1])(=[O:10])=[O:11])=[C:14]([S:22](=[O:24])(=[O:25])[NH2:23])[CH:15]=1)[CH3:27].